This data is from Forward reaction prediction with 1.9M reactions from USPTO patents (1976-2016). The task is: Predict the product of the given reaction. (1) Given the reactants [F:1][C:2]1[CH:3]=[C:4]2[C:9](=[CH:10][CH:11]=1)[N:8]=[C:7]([C:12](=[N:14][S@@:15]([C:17]([CH3:20])([CH3:19])[CH3:18])=[O:16])[CH3:13])[C:6]([C:21]1[CH:26]=[CH:25][CH:24]=[C:23]([S:27]([CH3:30])(=[O:29])=[O:28])[N:22]=1)=[CH:5]2.CCC(C)[BH-](C(C)CC)C(C)CC.[Li+], predict the reaction product. The product is: [F:1][C:2]1[CH:3]=[C:4]2[C:9](=[CH:10][CH:11]=1)[N:8]=[C:7]([C@@H:12]([NH:14][S@@:15]([C:17]([CH3:20])([CH3:18])[CH3:19])=[O:16])[CH3:13])[C:6]([C:21]1[CH:26]=[CH:25][CH:24]=[C:23]([S:27]([CH3:30])(=[O:28])=[O:29])[N:22]=1)=[CH:5]2. (2) Given the reactants O=P12OP3(OP(OP(O3)(O1)=O)(=O)O2)=O.C([O:17][C:18](=O)[NH:19][CH2:20][CH2:21][C:22]1[CH:27]=[CH:26][C:25]([Cl:28])=[CH:24][CH:23]=1)C.CO, predict the reaction product. The product is: [Cl:28][C:25]1[CH:26]=[C:27]2[C:22]([CH2:21][CH2:20][NH:19][C:18]2=[O:17])=[CH:23][CH:24]=1. (3) Given the reactants [CH3:1][CH2:2][OH:3].[C:4]1([OH:10])[CH:9]=[CH:8][CH:7]=[CH:6][CH:5]=1.C([O-])([O-])=O.[K+].[K+].[CH2:17]1O[CH2:18]1, predict the reaction product. The product is: [CH2:2]([O:3][CH2:17][CH2:18][O:10][C:4]1[CH:9]=[CH:8][CH:7]=[CH:6][CH:5]=1)[CH3:1]. (4) Given the reactants [CH2:1]([O:8][C:9]([N:11]1[CH2:15][CH2:14][CH2:13][CH:12]1[C:16]([OH:18])=O)=[O:10])[C:2]1[CH:7]=[CH:6][CH:5]=[CH:4][CH:3]=1.C[N:20]1CCOCC1.ClC(OCC)=O, predict the reaction product. The product is: [CH2:1]([O:8][C:9]([N:11]1[CH2:15][CH2:14][CH2:13][CH:12]1[C:16](=[O:18])[NH2:20])=[O:10])[C:2]1[CH:7]=[CH:6][CH:5]=[CH:4][CH:3]=1. (5) Given the reactants [C:1]([N:5]1[C:9]([NH:10][C:11]2[CH:16]=[N:15][CH:14]=[C:13](Cl)[N:12]=2)=[CH:8][CH:7]=[N:6]1)([CH3:4])([CH3:3])[CH3:2].[CH:18]([B-](F)(F)F)=[CH2:19].[K+].C(N(CC)CC)C, predict the reaction product. The product is: [C:1]([N:5]1[C:9]([NH:10][C:11]2[CH:16]=[N:15][CH:14]=[C:13]([CH:18]=[CH2:19])[N:12]=2)=[CH:8][CH:7]=[N:6]1)([CH3:4])([CH3:3])[CH3:2]. (6) Given the reactants [CH3:1][O:2][C:3]1[CH:4]=[C:5]([CH:27]=[C:28]([O:30][CH3:31])[CH:29]=1)[O:6][C@@H:7]([C@:11]1([C:21]2[CH:26]=[CH:25][CH:24]=[CH:23][CH:22]=2)[C:20]2[C:15](=[CH:16][CH:17]=[CH:18][CH:19]=2)[CH2:14][CH2:13][NH:12]1)[C:8]([OH:10])=[O:9].C1COCC1.Cl[Si](C)(C)C.[C:42]1([CH2:48][C:49](Cl)=[O:50])[CH:47]=[CH:46][CH:45]=[CH:44][CH:43]=1, predict the reaction product. The product is: [CH3:1][O:2][C:3]1[CH:4]=[C:5]([CH:27]=[C:28]([O:30][CH3:31])[CH:29]=1)[O:6][C@@H:7]([C@:11]1([C:21]2[CH:22]=[CH:23][CH:24]=[CH:25][CH:26]=2)[C:20]2[C:15](=[CH:16][CH:17]=[CH:18][CH:19]=2)[CH2:14][CH2:13][N:12]1[C:49](=[O:50])[CH2:48][C:42]1[CH:47]=[CH:46][CH:45]=[CH:44][CH:43]=1)[C:8]([OH:10])=[O:9].